This data is from Forward reaction prediction with 1.9M reactions from USPTO patents (1976-2016). The task is: Predict the product of the given reaction. Given the reactants [S:1]1[C:5]([C:6]([C:8]2[N:9]=[CH:10][N:11]3[CH:15]=[CH:14][S:13][C:12]=23)=[O:7])=[CH:4][N:3]=[CH:2]1.[CH2:16]([Sn:20](Cl)([CH2:25][CH2:26][CH2:27][CH3:28])[CH2:21][CH2:22][CH2:23][CH3:24])[CH2:17][CH2:18][CH3:19].C[Si]([N-][Si](C)(C)C)(C)C.[Li+].C1COCC1, predict the reaction product. The product is: [S:1]1[C:5]([C:6]([C:8]2[N:9]=[CH:10][N:11]3[CH:15]=[C:14]([Sn:20]([CH2:21][CH2:22][CH2:23][CH3:24])([CH2:25][CH2:26][CH2:27][CH3:28])[CH2:16][CH2:17][CH2:18][CH3:19])[S:13][C:12]=23)=[O:7])=[CH:4][N:3]=[CH:2]1.